Task: Predict the product of the given reaction.. Dataset: Forward reaction prediction with 1.9M reactions from USPTO patents (1976-2016) (1) Given the reactants [CH:1]1([N:4]2[C:8]([C:9]([OH:11])=O)=[C:7]([C:12]3[CH:13]=[N:14][C:15]([OH:18])=[CH:16][CH:17]=3)[N:6]=[C:5]2C2C=CC(OC(F)(F)F)=CC=2)[CH2:3][CH2:2]1.C(OC(=O)CN(C1CC1)C(=O)[C:37]1[CH:42]=[CH:41][CH:40]=[C:39]([O:43][C:44]([F:47])([F:46])[F:45])[CH:38]=1)C.[N:53]1([CH:58]2[CH2:63][CH2:62][NH:61][CH2:60][CH2:59]2)[CH2:57][CH2:56][CH2:55][CH2:54]1, predict the reaction product. The product is: [CH:1]1([N:4]2[C:8]([C:9]([N:61]3[CH2:62][CH2:63][CH:58]([N:53]4[CH2:57][CH2:56][CH2:55][CH2:54]4)[CH2:59][CH2:60]3)=[O:11])=[C:7]([C:12]3[CH:13]=[N:14][C:15]([OH:18])=[CH:16][CH:17]=3)[N:6]=[C:5]2[C:41]2[CH:42]=[CH:37][CH:38]=[C:39]([O:43][C:44]([F:45])([F:46])[F:47])[CH:40]=2)[CH2:3][CH2:2]1. (2) Given the reactants [Cl:1][C:2]1[CH:3]=[C:4]2[C:8](=[CH:9][CH:10]=1)[NH:7][C:6]([CH2:11][CH2:12][CH2:13][CH2:14][CH2:15][CH2:16][CH3:17])=[CH:5]2.[OH-].[K+].I[CH3:21], predict the reaction product. The product is: [Cl:1][C:2]1[CH:3]=[C:4]2[C:8](=[CH:9][CH:10]=1)[N:7]([CH3:21])[C:6]([CH2:11][CH2:12][CH2:13][CH2:14][CH2:15][CH2:16][CH3:17])=[CH:5]2. (3) Given the reactants Cl[CH2:2][C:3]1[CH:7]=[C:6]([C:8]2[CH:9]=[C:10]([C:14]([NH:17][S:18]([CH2:21][C:22]([F:25])([F:24])[F:23])(=[O:20])=[O:19])([CH3:16])[CH3:15])[CH:11]=[CH:12][CH:13]=2)[N:5]([CH2:26][CH3:27])[N:4]=1.C([N:30]([CH2:33][CH3:34])[CH2:31][CH3:32])C, predict the reaction product. The product is: [CH2:26]([N:5]1[C:6]([C:8]2[CH:9]=[C:10]([C:14]([NH:17][S:18]([CH2:21][C:22]([F:23])([F:24])[F:25])(=[O:20])=[O:19])([CH3:16])[CH3:15])[CH:11]=[CH:12][CH:13]=2)=[CH:7][C:3]([CH2:2][N:30]2[CH2:31][CH:32]=[C:21]([C:22]([F:25])([F:24])[F:23])[CH2:34][CH2:33]2)=[N:4]1)[CH3:27]. (4) Given the reactants [C:1]([C:4]1[C:5]([NH:27][C:28]2[CH:33]=[CH:32][C:31]([CH:34]3[CH2:39][CH2:38][N:37](C(OC(C)(C)C)=O)[CH2:36][CH2:35]3)=[CH:30][C:29]=2[F:47])=[N:6][C:7]([N:10]2[CH2:15][CH2:14][CH2:13][C@@H:12]([NH:16][C:17](=[O:26])[C:18]3[CH:23]=[CH:22][C:21]([O:24][CH3:25])=[CH:20][CH:19]=3)[CH2:11]2)=[CH:8][N:9]=1)(=[O:3])[NH2:2].NC1C=CC(C2CCN(C(OC(C)(C)C)=O)CC2)=CC=1F.C(O)(C(F)(F)F)=O.C(Cl)[Cl:77], predict the reaction product. The product is: [F:47][C:29]1[CH:30]=[C:31]([CH:34]2[CH2:35][CH2:36][NH:37][CH2:38][CH2:39]2)[CH:32]=[CH:33][C:28]=1[NH:27][C:5]1[C:4]([C:1]([NH2:2])=[O:3])=[N:9][CH:8]=[C:7]([N:10]2[CH2:15][CH2:14][CH2:13][C@@H:12]([NH:16][C:17](=[O:26])[C:18]3[CH:19]=[CH:20][C:21]([O:24][CH3:25])=[CH:22][CH:23]=3)[CH2:11]2)[N:6]=1.[ClH:77]. (5) Given the reactants [Cl:1][C:2]1[CH:7]=[CH:6][CH:5]=[CH:4][C:3]=1[S:8]([C@H:11]1[CH2:15][N:14]([C:16](=S)[CH2:17][C:18](=O)[CH3:19])[C@H:13]([C:22]([O:24][CH3:25])=[O:23])[CH2:12]1)(=[O:10])=[O:9].[NH:26]([CH2:28][C:29]1[N:33]([CH3:34])[CH:32]=[N:31][CH:30]=1)[NH2:27], predict the reaction product. The product is: [Cl:1][C:2]1[CH:7]=[CH:6][CH:5]=[CH:4][C:3]=1[S:8]([C@H:11]1[CH2:15][N:14]([C:16]2[N:26]([CH2:28][C:29]3[N:33]([CH3:34])[CH:32]=[N:31][CH:30]=3)[N:27]=[C:18]([CH3:19])[CH:17]=2)[C@H:13]([C:22]([O:24][CH3:25])=[O:23])[CH2:12]1)(=[O:9])=[O:10].